From a dataset of Catalyst prediction with 721,799 reactions and 888 catalyst types from USPTO. Predict which catalyst facilitates the given reaction. (1) Reactant: [C:1]([C:4]1[CH:5]=[CH:6][C:7]([O:14][CH3:15])=[C:8]([CH:13]=1)[C:9]([O:11][CH3:12])=[O:10])(=[O:3])[CH3:2].CO[CH:18](OC)[N:19]([CH3:21])[CH3:20].CO. Product: [CH3:18][N:19]([CH3:21])/[CH:20]=[CH:2]/[C:1]([C:4]1[CH:5]=[CH:6][C:7]([O:14][CH3:15])=[C:8]([CH:13]=1)[C:9]([O:11][CH3:12])=[O:10])=[O:3]. The catalyst class is: 13. (2) Reactant: [Cl:1][C:2]1[C:3]([O:12][C:13]2[CH:18]=[C:17]([O:19][CH2:20][CH2:21][O:22][CH3:23])[CH:16]=[CH:15][C:14]=2[CH2:24][CH2:25]C(O)=O)=[N:4][CH:5]=[C:6]([C:8]([F:11])([F:10])[F:9])[CH:7]=1.C([N:31]([CH2:34]C)CC)C.C1(P(N=[N+]=[N-])(C2C=CC=CC=2)=[O:43])C=CC=CC=1.[CH2:53]([OH:60])[C:54]1[CH:59]=[CH:58][CH:57]=[CH:56][CH:55]=1. Product: [Cl:1][C:2]1[C:3]([O:12][C:13]2[CH:18]=[C:17]([O:19][CH2:20][CH2:21][O:22][CH3:23])[CH:16]=[CH:15][C:14]=2[CH2:24][CH2:25][NH:31][C:34](=[O:43])[O:60][CH2:53][C:54]2[CH:59]=[CH:58][CH:57]=[CH:56][CH:55]=2)=[N:4][CH:5]=[C:6]([C:8]([F:10])([F:9])[F:11])[CH:7]=1. The catalyst class is: 133. (3) Reactant: [P:1]([Cl:5])(Cl)([Cl:3])=[O:2].[CH2:6]([CH:13]([CH2:16][CH2:17][CH2:18][CH2:19][CH2:20][CH2:21][CH2:22][CH2:23][CH3:24])[CH2:14][OH:15])[CH2:7][CH2:8][CH2:9][CH2:10][CH2:11][CH3:12].C(N(CC)CC)C.Cl.C(N(CC)CC)C. Product: [CH2:6]([CH:13]([CH2:16][CH2:17][CH2:18][CH2:19][CH2:20][CH2:21][CH2:22][CH2:23][CH3:24])[CH2:14][O:15][P:1]([Cl:5])([Cl:3])=[O:2])[CH2:7][CH2:8][CH2:9][CH2:10][CH2:11][CH3:12]. The catalyst class is: 11. (4) Reactant: C(OC([N:8]1[CH2:13][CH2:12][CH2:11][C@@H:10]([C:14]([OH:16])=[O:15])[CH2:9]1)=O)(C)(C)C.Cl. Product: [NH:8]1[CH2:13][CH2:12][CH2:11][C@@H:10]([C:14]([OH:16])=[O:15])[CH2:9]1. The catalyst class is: 4. (5) Reactant: [Br:1][C:2]1[CH:3]=[C:4]([CH:7]=[C:8]([O:12][CH3:13])[C:9]=1[O:10][CH3:11])[CH:5]=O.[C:14](#[N:18])[CH2:15][C:16]#[N:17].CN(C)C(C)C.[NH2:25][C:26]1[C:31]([NH2:32])=[CH:30][CH:29]=[CH:28][C:27]=1[OH:33]. Product: [NH2:17][C:16]1[O:33][C:27]2[C:28]([CH:5]([C:4]3[CH:7]=[C:8]([O:12][CH3:13])[C:9]([O:10][CH3:11])=[C:2]([Br:1])[CH:3]=3)[C:15]=1[C:14]#[N:18])=[CH:29][CH:30]=[C:31]([NH2:32])[C:26]=2[NH2:25]. The catalyst class is: 8. (6) Reactant: [C:1]([NH:5][C:6]1[CH:11]=[CH:10][C:9]([CH2:12][NH:13]C(=O)OC(C)(C)C)=[CH:8][CH:7]=1)(=[O:4])[CH:2]=[CH2:3].Cl.CC(=O)OCC. Product: [NH2:13][CH2:12][C:9]1[CH:8]=[CH:7][C:6]([NH:5][C:1](=[O:4])[CH:2]=[CH2:3])=[CH:11][CH:10]=1. The catalyst class is: 5.